This data is from Full USPTO retrosynthesis dataset with 1.9M reactions from patents (1976-2016). The task is: Predict the reactants needed to synthesize the given product. The reactants are: [C:1](/[CH:3]=[CH:4]/[S:5]([C:8]1[CH:13]=[CH:12][C:11]([C:14]([CH3:19])([CH3:18])[C:15]([OH:17])=O)=[CH:10][CH:9]=1)(=[O:7])=[O:6])#[N:2].[CH2:20]([NH2:27])[C:21]1[CH:26]=[CH:25][CH:24]=[CH:23][CH:22]=1.Cl.CN(C)CCCN=C=NCC.ON1C2C=CC=CC=2N=N1.C(=O)(O)[O-].[Na+]. Given the product [CH2:20]([NH:27][C:15](=[O:17])[C:14]([C:11]1[CH:10]=[CH:9][C:8]([S:5](/[CH:4]=[CH:3]/[C:1]#[N:2])(=[O:6])=[O:7])=[CH:13][CH:12]=1)([CH3:19])[CH3:18])[C:21]1[CH:26]=[CH:25][CH:24]=[CH:23][CH:22]=1, predict the reactants needed to synthesize it.